Dataset: Forward reaction prediction with 1.9M reactions from USPTO patents (1976-2016). Task: Predict the product of the given reaction. (1) Given the reactants [N:1]1[C:10]2[C:5](=[CH:6][CH:7]=[CH:8][CH:9]=2)[N:4]=[CH:3][C:2]=1[CH2:11][CH2:12][C:13](O)=O.[NH2:16][C:17]1[CH:22]=[CH:21][CH:20]=[CH:19][C:18]=1[SH:23], predict the reaction product. The product is: [N:1]1[C:10]2[C:5](=[CH:6][CH:7]=[CH:8][CH:9]=2)[N:4]=[CH:3][C:2]=1[CH2:11][CH2:12][C:13]1[S:23][C:18]2[CH:19]=[CH:20][CH:21]=[CH:22][C:17]=2[N:16]=1. (2) Given the reactants [N+:1]([C:4]1[CH:41]=[CH:40][C:7]([C:8]([O:10][C@@:11]([C:18]2[N:19]=[N:20][N:21]([CH2:23][C:24]3[CH:33]=[C:32]4[C:27]([C:28]([C:36](=O)[CH2:37]Br)=[CH:29][C:30]([C:34]#[N:35])=[N:31]4)=[CH:26][CH:25]=3)[CH:22]=2)([C:14]([F:17])([F:16])[F:15])[CH2:12][CH3:13])=[O:9])=[CH:6][CH:5]=1)([O-:3])=[O:2].[C:42]([NH2:45])(=[O:44])[CH3:43], predict the reaction product. The product is: [N+:1]([C:4]1[CH:41]=[CH:40][C:7]([C:8]([O:10][C@@:11]([C:18]2[N:19]=[N:20][N:21]([CH2:23][C:24]3[CH:33]=[C:32]4[C:27]([C:28]([C:36]5[N:45]=[C:42]([CH3:43])[O:44][CH:37]=5)=[CH:29][C:30]([C:34]#[N:35])=[N:31]4)=[CH:26][CH:25]=3)[CH:22]=2)([C:14]([F:15])([F:16])[F:17])[CH2:12][CH3:13])=[O:9])=[CH:6][CH:5]=1)([O-:3])=[O:2]. (3) Given the reactants C[O:2][C:3]([C:5]1([C:15]2[N:20]=[CH:19][CH:18]=[CH:17][N:16]=2)[CH2:14][CH2:13][C:8]2([O:12][CH2:11][CH2:10][O:9]2)[CH2:7][CH2:6]1)=O.[H-].[H-].[H-].[H-].[Li+].[Al+3], predict the reaction product. The product is: [N:16]1[CH:17]=[CH:18][CH:19]=[N:20][C:15]=1[C:5]1([CH2:3][OH:2])[CH2:14][CH2:13][C:8]2([O:12][CH2:11][CH2:10][O:9]2)[CH2:7][CH2:6]1. (4) Given the reactants [CH2:1]([N:8]([CH2:16][C:17]1[CH:22]=[CH:21][CH:20]=[CH:19][CH:18]=1)[CH2:9][CH2:10][CH2:11][C:12]([CH3:15])([OH:14])[CH3:13])[C:2]1[CH:7]=[CH:6][CH:5]=[CH:4][CH:3]=1.[CH3:23]I, predict the reaction product. The product is: [CH2:1]([N:8]([CH2:16][C:17]1[CH:18]=[CH:19][CH:20]=[CH:21][CH:22]=1)[CH2:9][CH2:10][CH2:11][C:12]([O:14][CH3:23])([CH3:15])[CH3:13])[C:2]1[CH:7]=[CH:6][CH:5]=[CH:4][CH:3]=1. (5) Given the reactants [CH3:1][O:2][C:3]1[CH:8]=[CH:7][CH:6]=[CH:5][C:4]=1[C:9]1[NH:13][N:12]=[C:11]([S:14][CH3:15])[N:10]=1.Cl.[N:17]1[CH:22]=[CH:21][CH:20]=[C:19](CCl)[CH:18]=1, predict the reaction product. The product is: [CH3:1][O:2][C:3]1[CH:8]=[CH:7][CH:6]=[CH:5][C:4]=1[C:9]1[NH:13][N:12]=[C:11]([S:14][CH2:15][C:19]2[CH:18]=[N:17][CH:22]=[CH:21][CH:20]=2)[N:10]=1.